The task is: Predict which catalyst facilitates the given reaction.. This data is from Catalyst prediction with 721,799 reactions and 888 catalyst types from USPTO. (1) Reactant: [NH2:1][C:2]1[CH:25]=[CH:24][C:5]([O:6][C:7]2[C:16]3[C:11](=[CH:12][C:13]([O:19][CH2:20][CH2:21][O:22][CH3:23])=[C:14]([C:17]#[N:18])[CH:15]=3)[N:10]=[CH:9][CH:8]=2)=[CH:4][CH:3]=1.[C:26]1([N:32]=[C:33]=[O:34])[CH:31]=[CH:30][CH:29]=[CH:28][CH:27]=1. Product: [C:17]([C:14]1[CH:15]=[C:16]2[C:11](=[CH:12][C:13]=1[O:19][CH2:20][CH2:21][O:22][CH3:23])[N:10]=[CH:9][CH:8]=[C:7]2[O:6][C:5]1[CH:4]=[CH:3][C:2]([NH:1][C:33]([NH:32][C:26]2[CH:31]=[CH:30][CH:29]=[CH:28][CH:27]=2)=[O:34])=[CH:25][CH:24]=1)#[N:18]. The catalyst class is: 11. (2) Reactant: O.O.O.O.O.O.O.O.O.O.O.O.[P:13]([O-:17])([O-:16])([O-:15])=[O:14].[Na+].[Na+].[Na+].[Cl-].[Ca+2:22].[Cl-]. Product: [P:13]([O-:17])([O-:16])([O-:15])=[O:14].[Ca+2:22].[Ca+2:22].[Ca+2:22].[P:13]([O-:17])([O-:16])([O-:15])=[O:14]. The catalyst class is: 6. (3) Reactant: C1(P(C2C=CC=CC=2)C2C=CC=CC=2)C=CC=CC=1.N1C=CN=C1.[I:25]I.[CH2:27]([O:34][C:35](=[O:41])[NH:36][C@H:37]([CH3:40])[CH2:38]O)[C:28]1[CH:33]=[CH:32][CH:31]=[CH:30][CH:29]=1. Product: [CH2:27]([O:34][C:35](=[O:41])[NH:36][C@H:37]([CH3:40])[CH2:38][I:25])[C:28]1[CH:33]=[CH:32][CH:31]=[CH:30][CH:29]=1. The catalyst class is: 34. (4) Reactant: C[O:2][C:3]1[N:8]=[CH:7][C:6]([C:9]2[NH:10][C:11]([CH:14]3[CH2:19][CH2:18][N:17]([CH2:20][C:21]4[CH:26]=[CH:25][C:24]([C:27]5[C:36]([C:37]6[CH:42]=[CH:41][CH:40]=[CH:39][CH:38]=6)=[CH:35][C:34]6[C:33](=[O:43])[NH:32][CH:31]=[CH:30][C:29]=6[N:28]=5)=[CH:23][CH:22]=4)[CH2:16][CH2:15]3)=[N:12][N:13]=2)=[CH:5][CH:4]=1. Product: [OH:2][C:3]1[N:8]=[CH:7][C:6]([C:9]2[NH:10][C:11]([CH:14]3[CH2:15][CH2:16][N:17]([CH2:20][C:21]4[CH:22]=[CH:23][C:24]([C:27]5[C:36]([C:37]6[CH:38]=[CH:39][CH:40]=[CH:41][CH:42]=6)=[CH:35][C:34]6[C:33](=[O:43])[NH:32][CH:31]=[CH:30][C:29]=6[N:28]=5)=[CH:25][CH:26]=4)[CH2:18][CH2:19]3)=[N:12][N:13]=2)=[CH:5][CH:4]=1. The catalyst class is: 33. (5) Reactant: C1([NH2+]C2CCCCC2)CCCCC1.[CH2:14]([O:21][C:22]([N:24]([CH3:37])[C@@H:25]([CH2:29][C:30]([O:32][C:33]([CH3:36])([CH3:35])[CH3:34])=[O:31])[C:26]([O-])=[O:27])=[O:23])[C:15]1[CH:20]=[CH:19][CH:18]=[CH:17][CH:16]=1.CCN(CC)CC.ClC(OCC(C)C)=O.[BH4-].[Na+]. Product: [CH2:14]([O:21][C:22]([N:24]([CH3:37])[C@H:25]([CH2:26][OH:27])[CH2:29][C:30]([O:32][C:33]([CH3:36])([CH3:34])[CH3:35])=[O:31])=[O:23])[C:15]1[CH:16]=[CH:17][CH:18]=[CH:19][CH:20]=1. The catalyst class is: 20. (6) Product: [CH3:25][C:11]1([O:14][C:15]2[CH:20]=[CH:19][CH:18]=[CH:17][C:16]=2[C:21]([F:24])([F:22])[F:23])[CH2:10][CH2:9][NH:8][CH2:13][CH2:12]1. The catalyst class is: 4. Reactant: C(OC([N:8]1[CH2:13][CH2:12][C:11]([CH3:25])([O:14][C:15]2[CH:20]=[CH:19][CH:18]=[CH:17][C:16]=2[C:21]([F:24])([F:23])[F:22])[CH2:10][CH2:9]1)=O)(C)(C)C.FC(F)(F)C(O)=O. (7) Reactant: [Br:1][C:2]1[CH:3]=[C:4]([OH:23])[C:5]([NH:8][C:9]2[S:13][N:12]=[C:11]([CH:14]3[CH2:19][CH2:18][N:17]([C:20](=[O:22])[CH3:21])[CH2:16][CH2:15]3)[N:10]=2)=[N:6][CH:7]=1.[N:24]1[CH:29]=[CH:28][CH:27]=[C:26]2[CH:30](O)[CH2:31][CH2:32][C:25]=12.C1(P(C2C=CC=CC=2)C2C=CC=CC=2)C=CC=CC=1.N(C(OC(C)C)=O)=NC(OC(C)C)=O. Product: [Br:1][C:2]1[CH:3]=[C:4]([O:23][CH:30]2[C:26]3[C:25](=[N:24][CH:29]=[CH:28][CH:27]=3)[CH2:32][CH2:31]2)[C:5]([NH:8][C:9]2[S:13][N:12]=[C:11]([CH:14]3[CH2:19][CH2:18][N:17]([C:20](=[O:22])[CH3:21])[CH2:16][CH2:15]3)[N:10]=2)=[N:6][CH:7]=1. The catalyst class is: 20. (8) Reactant: Cl[C:2](=[O:8])[C:3](OCC)=[O:4].[NH2:9][C:10]1[CH:21]=[CH:20][C:13]([O:14][CH2:15][C:16]([CH3:19])([OH:18])[CH3:17])=[C:12]([CH3:22])[CH:11]=1.CCN(CC)CC.[CH3:30][O:31][CH:32]([O:35][CH3:36])[CH2:33][NH2:34]. Product: [CH3:30][O:31][CH:32]([O:35][CH3:36])[CH2:33][NH:34][C:2](=[O:8])[C:3]([NH:9][C:10]1[CH:21]=[CH:20][C:13]([O:14][CH2:15][C:16]([OH:18])([CH3:19])[CH3:17])=[C:12]([CH3:22])[CH:11]=1)=[O:4]. The catalyst class is: 49.